Dataset: Forward reaction prediction with 1.9M reactions from USPTO patents (1976-2016). Task: Predict the product of the given reaction. (1) Given the reactants [CH2:1]([O:3][C:4](=[O:25])/[C:5](=[CH:10]/[C:11]1[CH:16]=[CH:15][C:14]([N:17]2[CH:21]=[C:20]([CH3:22])[N:19]=[CH:18]2)=[C:13]([O:23][CH3:24])[CH:12]=1)/[CH2:6][CH2:7][CH:8]=O)[CH3:2].[F:26][C:27]1[CH:28]=[C:29]([CH:32]=[CH:33][CH:34]=1)[CH2:30][NH2:31].C(O[BH-](OC(=O)C)OC(=O)C)(=O)C.[Na+].O.C(=O)(O)[O-].[Na+], predict the reaction product. The product is: [CH2:1]([O:3][C:4](=[O:25])/[C:5](=[CH:10]/[C:11]1[CH:16]=[CH:15][C:14]([N:17]2[CH:21]=[C:20]([CH3:22])[N:19]=[CH:18]2)=[C:13]([O:23][CH3:24])[CH:12]=1)/[CH2:6][CH2:7][CH2:8][NH:31][CH2:30][C:29]1[CH:32]=[CH:33][CH:34]=[C:27]([F:26])[CH:28]=1)[CH3:2]. (2) Given the reactants C(OC[N:9]1[C:13]2[N:14]=[C:15]([NH:28][C:29]3[CH:30]=[C:31]4[C:35](=[CH:36][CH:37]=3)[N:34]([CH2:38][CH2:39][O:40][CH3:41])[CH2:33][CH2:32]4)[N:16]=[C:17]([O:18][C:19]3[CH:24]=[CH:23][CH:22]=[C:21]([N+:25]([O-:27])=[O:26])[CH:20]=3)[C:12]=2[CH:11]=[CH:10]1)(=O)C(C)(C)C.CO.C1COCC1.[OH-].[Na+], predict the reaction product. The product is: [CH3:41][O:40][CH2:39][CH2:38][N:34]1[C:35]2[C:31](=[CH:30][C:29]([NH:28][C:15]3[N:16]=[C:17]([O:18][C:19]4[CH:24]=[CH:23][CH:22]=[C:21]([N+:25]([O-:27])=[O:26])[CH:20]=4)[C:12]4[CH:11]=[CH:10][NH:9][C:13]=4[N:14]=3)=[CH:37][CH:36]=2)[CH2:32][CH2:33]1. (3) Given the reactants [C:1]([O:5][C:6]([N:8]1[C@@H:16]2[C@@H:11]([CH2:12][CH2:13][CH2:14][CH2:15]2)[CH2:10][C@H:9]1[C:17]([OH:19])=O)=[O:7])([CH3:4])([CH3:3])[CH3:2].C([N:22](CC)CC)C.ClC(OCC(C)C)=O, predict the reaction product. The product is: [C:1]([O:5][C:6]([N:8]1[C@@H:16]2[C@@H:11]([CH2:12][CH2:13][CH2:14][CH2:15]2)[CH2:10][C@H:9]1[C:17](=[O:19])[NH2:22])=[O:7])([CH3:4])([CH3:3])[CH3:2]. (4) The product is: [C:1]([O:5][C:6](=[O:30])[C:7]([S:10][C:11]1[CH:16]=[CH:15][CH:14]=[C:13]([CH2:17][CH2:18][NH2:19])[CH:12]=1)([CH3:9])[CH3:8])([CH3:3])([CH3:2])[CH3:4]. Given the reactants [C:1]([O:5][C:6](=[O:30])[C:7]([S:10][C:11]1[CH:16]=[CH:15][CH:14]=[C:13]([CH2:17][CH2:18][N:19]2C(=O)C3C(=CC=CC=3)C2=O)[CH:12]=1)([CH3:9])[CH3:8])([CH3:4])([CH3:3])[CH3:2].O.NN, predict the reaction product. (5) Given the reactants [CH2:1]([O:8][C:9](=[O:20])[NH:10][C:11]([C:18]#[N:19])([CH3:17])[CH2:12][S:13]([CH3:16])(=[O:15])=[O:14])[C:2]1[CH:7]=[CH:6][CH:5]=[CH:4][CH:3]=1.C(N(CC)CC)C.Cl.[NH2:29][OH:30], predict the reaction product. The product is: [CH2:1]([O:8][C:9](=[O:20])[NH:10][C:11]([C:18](=[NH:19])[NH:29][OH:30])([CH3:17])[CH2:12][S:13]([CH3:16])(=[O:15])=[O:14])[C:2]1[CH:3]=[CH:4][CH:5]=[CH:6][CH:7]=1. (6) Given the reactants [CH3:1][C:2]1[CH:3]=[CH:4][C:5]([C:8]2[N:12]([C:13]3[CH:14]=[CH:15][C:16]([S:19]([NH2:22])(=[O:21])=[O:20])=[CH:17][CH:18]=3)[N:11]=[C:10]([C:23]([F:26])([F:25])[F:24])[CH:9]=2)=[CH:6][CH:7]=1.Br[CH2:28][C:29]([O:31][CH3:32])=[O:30].[C:33]([O-:36])([O-])=O.[K+].[K+].[C:39]([O-])(O)=O.[Na+].CN([CH:47]=[O:48])C, predict the reaction product. The product is: [CH3:32][O:31][C:29](=[O:30])[CH2:28][N:22]([S:19]([C:16]1[CH:15]=[CH:14][C:13]([N:12]2[C:8]([C:5]3[CH:6]=[CH:7][C:2]([CH3:1])=[CH:3][CH:4]=3)=[CH:9][C:10]([C:23]([F:24])([F:26])[F:25])=[N:11]2)=[CH:18][CH:17]=1)(=[O:21])=[O:20])[CH2:39][C:33]([O:48][CH3:47])=[O:36]. (7) Given the reactants [C:1]([C:3]1[C:11]2[S:10][C:9]([C:12]([OH:14])=O)=[CH:8][C:7]=2[CH:6]=[CH:5][CH:4]=1)#[N:2].[CH2:15](Cl)[CH2:16][Cl:17].[CH:19]1[CH:20]=C[C:22]2[N:27](O)N=[N:25][C:23]=2[CH:24]=1.C(N(CC)CC)C, predict the reaction product. The product is: [ClH:17].[N:27]12[CH2:16][CH2:15][CH:24]([CH2:19][CH2:20]1)[C@@H:23]([NH:25][C:12]([C:9]1[S:10][C:11]3[C:3]([C:1]#[N:2])=[CH:4][CH:5]=[CH:6][C:7]=3[CH:8]=1)=[O:14])[CH2:22]2. (8) Given the reactants [CH2:1]([Br:4])[CH:2]=[CH2:3].[CH2:5]([O:7][C:8](=[O:13])[C:9](Cl)=[N:10][OH:11])[CH3:6].C(N(CC)CC)C, predict the reaction product. The product is: [CH2:5]([O:7][C:8]([C:9]1[CH2:3][CH:2]([CH2:1][Br:4])[O:11][N:10]=1)=[O:13])[CH3:6]. (9) The product is: [NH2:15][C:10]1[CH:11]=[CH:12][CH:13]=[CH:14][C:9]=1[S:8][C:5]1[CH:6]=[CH:7][C:2]([CH3:1])=[CH:3][C:4]=1[NH:19][C:20]1[C:29]2[C:24](=[N:25][C:26]([CH2:30][CH2:31][CH3:32])=[CH:27][CH:28]=2)[N:23]=[CH:22][CH:21]=1. Given the reactants [CH3:1][C:2]1[CH:7]=[CH:6][C:5]([S:8][C:9]2[CH:14]=[CH:13][CH:12]=[CH:11][C:10]=2[NH:15]C(=O)C)=[C:4]([NH:19][C:20]2[C:29]3[C:24](=[N:25][C:26]([CH2:30][CH2:31][CH3:32])=[CH:27][CH:28]=3)[N:23]=[CH:22][CH:21]=2)[CH:3]=1.O.[OH-].[Na+], predict the reaction product.